Predict the reactants needed to synthesize the given product. From a dataset of Full USPTO retrosynthesis dataset with 1.9M reactions from patents (1976-2016). (1) Given the product [CH3:1][O:2][C:3]1[CH:4]=[C:5]([C:11]([C:17]2[O:23][CH:20]=[CH:19][CH:18]=2)=[CH:12][C:13]#[N:37])[CH:6]=[CH:7][C:8]=1[O:9][CH3:10], predict the reactants needed to synthesize it. The reactants are: [CH3:1][O:2][C:3]1[CH:4]=[C:5]([C:11]([C:17]2C=C[C:20]([O:23]C)=[C:19](OC)[CH:18]=2)=[CH:12][C:13](OC)=O)[CH:6]=[CH:7][C:8]=1[O:9][CH3:10].C(OP(CC#[N:37])(=O)OCC)C.C[Si](C)(C)[N-][Si](C)(C)C.[Li+]. (2) The reactants are: Br[C:2]1[CH:3]=[C:4]([CH2:9][N:10]([CH3:23])[C:11]([C:13]2[CH:14]=[C:15]([CH:20]=[CH:21][CH:22]=2)[C:16]([O:18][CH3:19])=[O:17])=[O:12])[CH:5]=[CH:6][C:7]=1[F:8].[CH:24]([C:26]1[CH:31]=[CH:30][C:29](B(O)O)=[CH:28][CH:27]=1)=[O:25].C([O-])([O-])=O.[K+].[K+]. Given the product [F:8][C:7]1[C:2]([C:28]2[CH:29]=[CH:30][CH:31]=[C:26]([CH:24]=[O:25])[CH:27]=2)=[CH:3][C:4]([CH2:9][N:10]([CH3:23])[C:11]([C:13]2[CH:14]=[C:15]([CH:20]=[CH:21][CH:22]=2)[C:16]([O:18][CH3:19])=[O:17])=[O:12])=[CH:5][CH:6]=1, predict the reactants needed to synthesize it. (3) Given the product [C:10]1([S:16]([C:2]2[CH:3]=[CH:4][C:5]([C:8]#[N:9])=[N:6][CH:7]=2)(=[O:18])=[O:17])[CH:15]=[CH:14][CH:13]=[CH:12][CH:11]=1, predict the reactants needed to synthesize it. The reactants are: Br[C:2]1[CH:3]=[CH:4][C:5]([C:8]#[N:9])=[N:6][CH:7]=1.[C:10]1([S:16]([O-:18])=[O:17])[CH:15]=[CH:14][CH:13]=[CH:12][CH:11]=1.[Na+]. (4) Given the product [Cl:1][C:2]1[C:12]2=[C:13]3[C:5]([CH:6]=[CH:7][CH:8]=[C:9]3[CH2:10][CH:11]2[OH:14])=[CH:4][CH:3]=1, predict the reactants needed to synthesize it. The reactants are: [Cl:1][C:2]1[C:12]2=[C:13]3[C:5]([CH:6]=[CH:7][CH:8]=[C:9]3[CH2:10][C:11]2=[O:14])=[CH:4][CH:3]=1.[BH4-].[Na+].[Cl-].[NH4+]. (5) Given the product [CH3:2][O:3][C:4]([C@H:5]1[NH:6][C@@H:24]([C:23]2[CH:18]=[CH:19][C:20]3[O:28][CH2:27][O:26][C:21]=3[CH:22]=2)[C:9]2[NH:10][C:11]3[C:16]([C:8]=2[CH2:7]1)=[CH:15][CH:14]=[CH:13][CH:12]=3)=[O:17], predict the reactants needed to synthesize it. The reactants are: Cl.[CH3:2][O:3][C:4](=[O:17])[C@@H:5]([CH2:7][C:8]1[C:16]2[C:11](=[CH:12][CH:13]=[CH:14][CH:15]=2)[NH:10][CH:9]=1)[NH2:6].[CH:18]1[C:23]([CH:24]=O)=[CH:22][C:21]2[O:26][CH2:27][O:28][C:20]=2[CH:19]=1. (6) Given the product [Cl:36][C:33]1[CH:34]=[CH:35][C:30]([C:27]2[CH:28]=[CH:29][C:24]([C:23]#[C:22][C:19]3[CH:18]=[CH:17][C:16]([O:15][CH2:14][CH:13]([N:5]4[CH2:6][CH2:7][CH:2]([CH3:1])[CH2:3][CH2:4]4)[CH3:37])=[CH:21][CH:20]=3)=[N:25][CH:26]=2)=[CH:31][CH:32]=1, predict the reactants needed to synthesize it. The reactants are: [CH3:1][CH:2]1[CH2:7][CH2:6][NH:5][CH2:4][CH2:3]1.CS(O[CH:13]([CH3:37])[CH2:14][O:15][C:16]1[CH:21]=[CH:20][C:19]([C:22]#[C:23][C:24]2[CH:29]=[CH:28][C:27]([C:30]3[CH:35]=[CH:34][C:33]([Cl:36])=[CH:32][CH:31]=3)=[CH:26][N:25]=2)=[CH:18][CH:17]=1)(=O)=O.